From a dataset of NCI-60 drug combinations with 297,098 pairs across 59 cell lines. Regression. Given two drug SMILES strings and cell line genomic features, predict the synergy score measuring deviation from expected non-interaction effect. (1) Drug 1: CN(C)N=NC1=C(NC=N1)C(=O)N. Drug 2: CC1CCC2CC(C(=CC=CC=CC(CC(C(=O)C(C(C(=CC(C(=O)CC(OC(=O)C3CCCCN3C(=O)C(=O)C1(O2)O)C(C)CC4CCC(C(C4)OC)O)C)C)O)OC)C)C)C)OC. Cell line: CCRF-CEM. Synergy scores: CSS=32.8, Synergy_ZIP=-11.4, Synergy_Bliss=-7.47, Synergy_Loewe=-1.97, Synergy_HSA=1.65. (2) Drug 2: CN1C2=C(C=C(C=C2)N(CCCl)CCCl)N=C1CCCC(=O)O.Cl. Cell line: HOP-62. Synergy scores: CSS=-3.59, Synergy_ZIP=8.09, Synergy_Bliss=8.81, Synergy_Loewe=-1.96, Synergy_HSA=-0.764. Drug 1: CCC(=C(C1=CC=CC=C1)C2=CC=C(C=C2)OCCN(C)C)C3=CC=CC=C3.C(C(=O)O)C(CC(=O)O)(C(=O)O)O.